From a dataset of Catalyst prediction with 721,799 reactions and 888 catalyst types from USPTO. Predict which catalyst facilitates the given reaction. Reactant: Cl[C:2]1[C:7]([C:8]2[CH:13]=[CH:12][C:11]([Cl:14])=[CH:10][CH:9]=2)=[C:6]([Cl:15])[N:5]=[CH:4][N:3]=1.C(N(C(C)C)CC)(C)C.[K].[CH2:26]([NH:33][S:34](=[O:37])(=[O:36])[NH2:35])[C:27]1[CH:32]=[CH:31][CH:30]=[CH:29][CH:28]=1. Product: [Cl:15][C:6]1[N:5]=[CH:4][N:3]=[C:2]([NH:35][S:34](=[O:36])(=[O:37])[NH:33][CH2:26][C:27]2[CH:32]=[CH:31][CH:30]=[CH:29][CH:28]=2)[C:7]=1[C:8]1[CH:13]=[CH:12][C:11]([Cl:14])=[CH:10][CH:9]=1. The catalyst class is: 376.